This data is from CYP1A2 inhibition data for predicting drug metabolism from PubChem BioAssay. The task is: Regression/Classification. Given a drug SMILES string, predict its absorption, distribution, metabolism, or excretion properties. Task type varies by dataset: regression for continuous measurements (e.g., permeability, clearance, half-life) or binary classification for categorical outcomes (e.g., BBB penetration, CYP inhibition). Dataset: cyp1a2_veith. The drug is CCn1c(-c2ccc(N(C)C)cc2)nc2ccccc21. The result is 1 (inhibitor).